From a dataset of Forward reaction prediction with 1.9M reactions from USPTO patents (1976-2016). Predict the product of the given reaction. (1) Given the reactants [Cl:1][C:2]1[C:3]([OH:28])=[C:4]([CH:9]=[C:10]([CH2:16][C:17]2[CH:22]=[CH:21][C:20]([N:23]3[CH:27]=[CH:26][CH:25]=[N:24]3)=[CH:19][CH:18]=2)[C:11]=1[C:12]([F:15])([F:14])[F:13])[C:5]([O:7][CH3:8])=[O:6].C(N(CC)CC)C.[F:36][C:37]([F:50])([F:49])[S:38](O[S:38]([C:37]([F:50])([F:49])[F:36])(=[O:40])=[O:39])(=[O:40])=[O:39].O, predict the reaction product. The product is: [Cl:1][C:2]1[C:3]([O:28][S:38]([C:37]([F:50])([F:49])[F:36])(=[O:40])=[O:39])=[C:4]([CH:9]=[C:10]([CH2:16][C:17]2[CH:22]=[CH:21][C:20]([N:23]3[CH:27]=[CH:26][CH:25]=[N:24]3)=[CH:19][CH:18]=2)[C:11]=1[C:12]([F:15])([F:14])[F:13])[C:5]([O:7][CH3:8])=[O:6]. (2) The product is: [Cl:1][C:2]1[CH:3]=[C:4]([NH:9][C:10]2[C:19]3[C:14](=[CH:15][CH:16]=[CH:17][C:18]=3[O:20][CH2:21][C@@H:22]3[CH2:27][CH2:26][CH2:25][N:24]([C:28]([O:30][C:31]([CH3:34])([CH3:33])[CH3:32])=[O:29])[CH2:23]3)[N:13]=[CH:12][N:11]=2)[CH:5]=[CH:6][C:7]=1[O:8][CH2:37][C:38]1[N:39]=[CH:40][S:41][CH:42]=1. Given the reactants [Cl:1][C:2]1[CH:3]=[C:4]([NH:9][C:10]2[C:19]3[C:14](=[CH:15][CH:16]=[CH:17][C:18]=3[O:20][CH2:21][C@@H:22]3[CH2:27][CH2:26][CH2:25][N:24]([C:28]([O:30][C:31]([CH3:34])([CH3:33])[CH3:32])=[O:29])[CH2:23]3)[N:13]=[CH:12][N:11]=2)[CH:5]=[CH:6][C:7]=1[OH:8].Cl.Cl[CH2:37][C:38]1[N:39]=[CH:40][S:41][CH:42]=1, predict the reaction product. (3) Given the reactants [Cl:1][C:2]1[C:10]2[NH:9][C:8]3[CH2:11][CH2:12][N:13]([CH3:15])[CH2:14][C:7]=3[C:6]=2[CH:5]=[CH:4][CH:3]=1.N1CCC[C@H]1C(O)=O.P([O-])([O-])([O-])=O.[K+].[K+].[K+].Br[CH:33]=[C:34]([C:36]1[CH:37]=[CH:38][C:39]([CH3:42])=[N:40][CH:41]=1)[CH3:35], predict the reaction product. The product is: [Cl:1][C:2]1[C:10]2[N:9](/[CH:33]=[C:34](/[C:36]3[CH:41]=[N:40][C:39]([CH3:42])=[CH:38][CH:37]=3)\[CH3:35])[C:8]3[CH2:11][CH2:12][N:13]([CH3:15])[CH2:14][C:7]=3[C:6]=2[CH:5]=[CH:4][CH:3]=1. (4) Given the reactants [CH2:1]([N:6]1[C:14]2[N:13]=[CH:12][NH:11][C:10]=2[C:9](=[O:15])[N:8]2[C:16]([CH2:19][CH2:20][C:21]3[O:22][C:23]([C:26]4[CH:31]=[CH:30][CH:29]=[CH:28][CH:27]=4)=[N:24][N:25]=3)=[N:17][N:18]=[C:7]12)[CH2:2][CH2:3][CH2:4][CH3:5].[Br:32]N1C(=O)CCC1=O, predict the reaction product. The product is: [Br:32][C:12]1[NH:11][C:10]2[C:9](=[O:15])[N:8]3[C:16]([CH2:19][CH2:20][C:21]4[O:22][C:23]([C:26]5[CH:31]=[CH:30][CH:29]=[CH:28][CH:27]=5)=[N:24][N:25]=4)=[N:17][N:18]=[C:7]3[N:6]([CH2:1][CH2:2][CH2:3][CH2:4][CH3:5])[C:14]=2[N:13]=1. (5) Given the reactants [OH:1][C:2]1[CH:11]=[C:10]2[C:5]([C:6]([CH3:21])=[C:7]([C:13]3[CH:18]=[CH:17][C:16]([O:19][CH3:20])=[CH:15][CH:14]=3)[C:8](=[O:12])[O:9]2)=[CH:4][CH:3]=1.[I-].[N:23]1([C:33](N2C=C[N+](C)=C2)=[O:34])[C:32]2[C:27](=[CH:28][CH:29]=[CH:30][CH:31]=2)[CH2:26][CH2:25][CH2:24]1, predict the reaction product. The product is: [CH3:20][O:19][C:16]1[CH:17]=[CH:18][C:13]([C:7]2[C:8](=[O:12])[O:9][C:10]3[C:5]([C:6]=2[CH3:21])=[CH:4][CH:3]=[C:2]([O:1][C:33]([N:23]2[C:32]4[C:27](=[CH:28][CH:29]=[CH:30][CH:31]=4)[CH2:26][CH2:25][CH2:24]2)=[O:34])[CH:11]=3)=[CH:14][CH:15]=1.